Dataset: Peptide-MHC class II binding affinity with 134,281 pairs from IEDB. Task: Regression. Given a peptide amino acid sequence and an MHC pseudo amino acid sequence, predict their binding affinity value. This is MHC class II binding data. (1) The peptide sequence is KGVYINTALLNASCA. The MHC is DRB1_1302 with pseudo-sequence DRB1_1302. The binding affinity (normalized) is 0.380. (2) The peptide sequence is EKMFVSPTPGQRNPY. The MHC is DRB1_0301 with pseudo-sequence DRB1_0301. The binding affinity (normalized) is 0.423. (3) The peptide sequence is ISSYFVGKMYFNL. The MHC is DRB3_0101 with pseudo-sequence DRB3_0101. The binding affinity (normalized) is 0. (4) The peptide sequence is KEADYSQIPISINYR. The MHC is DRB4_0101 with pseudo-sequence DRB4_0103. The binding affinity (normalized) is 0.130. (5) The peptide sequence is IMPCLCEICEKKPKV. The MHC is DRB1_0101 with pseudo-sequence DRB1_0101. The binding affinity (normalized) is 0.487.